Task: Predict the product of the given reaction.. Dataset: Forward reaction prediction with 1.9M reactions from USPTO patents (1976-2016) (1) Given the reactants [C:1]1([CH2:7][CH2:8][N+:9]([O-:11])=[O:10])[CH:6]=[CH:5][CH:4]=[CH:3][CH:2]=1.[F-].C([N+](CCCC)(CCCC)CCCC)CCC.[CH2:30]([O:37][C@H:38]1[CH2:42][N:41]([C:43]([O:45][C:46]([CH3:49])([CH3:48])[CH3:47])=[O:44])[C@H:40]([CH:50]=[O:51])[CH2:39]1)[C:31]1[CH:36]=[CH:35][CH:34]=[CH:33][CH:32]=1, predict the reaction product. The product is: [CH2:30]([O:37][C@H:38]1[CH2:42][N:41]([C:43]([O:45][C:46]([CH3:47])([CH3:48])[CH3:49])=[O:44])[C@@H:40]([C@@H:50]([OH:51])[C@@H:8]([N+:9]([O-:11])=[O:10])[CH2:7][C:1]2[CH:6]=[CH:5][CH:4]=[CH:3][CH:2]=2)[CH2:39]1)[C:31]1[CH:36]=[CH:35][CH:34]=[CH:33][CH:32]=1. (2) The product is: [Br:36][CH2:1][C:2]1[C:7]([O:8][CH2:9][CH3:10])=[CH:6][CH:5]=[CH:4][C:3]=1[N:11]1[C:15](=[O:16])[N:14]([CH3:17])[N:13]=[N:12]1. Given the reactants [CH3:1][C:2]1[C:7]([O:8][CH2:9][CH3:10])=[CH:6][CH:5]=[CH:4][C:3]=1[N:11]1[C:15](=[O:16])[N:14]([CH3:17])[N:13]=[N:12]1.N(C1(C#N)CCCCC1)=NC1(C#N)CCCCC1.[Br:36]N1C(=O)CCC1=O.ClC1C=CC=CC=1, predict the reaction product. (3) Given the reactants [CH:1]1([C:7]2[C:15]3[C:10](=[CH:11][C:12]([C:16]([OH:18])=[O:17])=[CH:13][CH:14]=3)[N:9]([CH2:19][C:20]([N:22]3[CH2:27][CH2:26][O:25][CH2:24][CH2:23]3)=[O:21])[C:8]=2[C:28]2[CH:33]=[CH:32][C:31]([C:34]3[CH:39]=C[C:37]([N:40](C)C)=[CH:36][CH:35]=3)=[CH:30][CH:29]=2)[CH2:6][CH2:5][CH2:4][CH2:3][CH2:2]1.COC(C1C=C2C(C(C3CCCCC3)=C(C3C=CC(OS(C(F)(F)[F:76])(=O)=O)=CC=3)N2CC(N2CCOCC2)=O)=CC=1)=O.FC1C(B(O)O)=CC=CN=1, predict the reaction product. The product is: [CH:1]1([C:7]2[C:15]3[C:10](=[CH:11][C:12]([C:16]([OH:18])=[O:17])=[CH:13][CH:14]=3)[N:9]([CH2:19][C:20]([N:22]3[CH2:27][CH2:26][O:25][CH2:24][CH2:23]3)=[O:21])[C:8]=2[C:28]2[CH:33]=[CH:32][C:31]([C:34]3[C:39]([F:76])=[N:40][CH:37]=[CH:36][CH:35]=3)=[CH:30][CH:29]=2)[CH2:6][CH2:5][CH2:4][CH2:3][CH2:2]1. (4) Given the reactants [Cl:1][C:2]1[CH:7]=[CH:6][C:5]([Cl:8])=[CH:4][C:3]=1[NH:9][C:10]1[N:20]=[C:19]([NH:21][C:22]2[CH:27]=[CH:26][C:25]([N:28]3[CH2:33][CH2:32][N:31](C(OC(C)(C)C)=O)[CH2:30][CH2:29]3)=[CH:24][C:23]=2[O:41][CH3:42])[C:13]2[C:14](=[O:18])[NH:15][N:16]=[CH:17][C:12]=2[CH:11]=1.FC(F)(F)C(O)=O, predict the reaction product. The product is: [Cl:1][C:2]1[CH:7]=[CH:6][C:5]([Cl:8])=[CH:4][C:3]=1[NH:9][C:10]1[N:20]=[C:19]([NH:21][C:22]2[CH:27]=[CH:26][C:25]([N:28]3[CH2:29][CH2:30][NH:31][CH2:32][CH2:33]3)=[CH:24][C:23]=2[O:41][CH3:42])[C:13]2[C:14](=[O:18])[NH:15][N:16]=[CH:17][C:12]=2[CH:11]=1.